This data is from NCI-60 drug combinations with 297,098 pairs across 59 cell lines. The task is: Regression. Given two drug SMILES strings and cell line genomic features, predict the synergy score measuring deviation from expected non-interaction effect. Drug 1: CS(=O)(=O)C1=CC(=C(C=C1)C(=O)NC2=CC(=C(C=C2)Cl)C3=CC=CC=N3)Cl. Drug 2: COCCOC1=C(C=C2C(=C1)C(=NC=N2)NC3=CC=CC(=C3)C#C)OCCOC.Cl. Cell line: OVCAR-4. Synergy scores: CSS=7.83, Synergy_ZIP=0.178, Synergy_Bliss=3.81, Synergy_Loewe=3.60, Synergy_HSA=3.61.